From a dataset of NCI-60 drug combinations with 297,098 pairs across 59 cell lines. Regression. Given two drug SMILES strings and cell line genomic features, predict the synergy score measuring deviation from expected non-interaction effect. (1) Cell line: SK-MEL-5. Drug 2: CN1C(=O)N2C=NC(=C2N=N1)C(=O)N. Drug 1: CN(CC1=CN=C2C(=N1)C(=NC(=N2)N)N)C3=CC=C(C=C3)C(=O)NC(CCC(=O)O)C(=O)O. Synergy scores: CSS=20.9, Synergy_ZIP=0.224, Synergy_Bliss=-1.17, Synergy_Loewe=-51.4, Synergy_HSA=-4.42. (2) Drug 1: C1CCC(C1)C(CC#N)N2C=C(C=N2)C3=C4C=CNC4=NC=N3. Drug 2: CN(C(=O)NC(C=O)C(C(C(CO)O)O)O)N=O. Cell line: SF-295. Synergy scores: CSS=0.611, Synergy_ZIP=-2.89, Synergy_Bliss=-7.46, Synergy_Loewe=-5.98, Synergy_HSA=-6.24. (3) Drug 1: C1=CC(=C2C(=C1NCCNCCO)C(=O)C3=C(C=CC(=C3C2=O)O)O)NCCNCCO. Drug 2: CC1=C(C(CCC1)(C)C)C=CC(=CC=CC(=CC(=O)O)C)C. Cell line: SR. Synergy scores: CSS=51.2, Synergy_ZIP=-0.782, Synergy_Bliss=-3.82, Synergy_Loewe=-32.3, Synergy_HSA=-4.94. (4) Drug 1: COC1=CC(=CC(=C1O)OC)C2C3C(COC3=O)C(C4=CC5=C(C=C24)OCO5)OC6C(C(C7C(O6)COC(O7)C8=CC=CS8)O)O. Drug 2: CC1C(C(=O)NC(C(=O)N2CCCC2C(=O)N(CC(=O)N(C(C(=O)O1)C(C)C)C)C)C(C)C)NC(=O)C3=C4C(=C(C=C3)C)OC5=C(C(=O)C(=C(C5=N4)C(=O)NC6C(OC(=O)C(N(C(=O)CN(C(=O)C7CCCN7C(=O)C(NC6=O)C(C)C)C)C)C(C)C)C)N)C. Cell line: HOP-92. Synergy scores: CSS=36.9, Synergy_ZIP=-6.73, Synergy_Bliss=-1.33, Synergy_Loewe=-1.19, Synergy_HSA=-1.04. (5) Drug 1: CN1CCC(CC1)COC2=C(C=C3C(=C2)N=CN=C3NC4=C(C=C(C=C4)Br)F)OC. Drug 2: C(CN)CNCCSP(=O)(O)O. Cell line: OVCAR-5. Synergy scores: CSS=12.0, Synergy_ZIP=-1.22, Synergy_Bliss=1.37, Synergy_Loewe=-22.0, Synergy_HSA=0.780. (6) Drug 1: C1=CN(C=N1)CC(O)(P(=O)(O)O)P(=O)(O)O. Drug 2: C1C(C(OC1N2C=NC(=NC2=O)N)CO)O. Cell line: COLO 205. Synergy scores: CSS=23.3, Synergy_ZIP=1.04, Synergy_Bliss=0.0516, Synergy_Loewe=-10.2, Synergy_HSA=2.17. (7) Drug 1: CCC1=C2CN3C(=CC4=C(C3=O)COC(=O)C4(CC)O)C2=NC5=C1C=C(C=C5)O. Drug 2: CNC(=O)C1=NC=CC(=C1)OC2=CC=C(C=C2)NC(=O)NC3=CC(=C(C=C3)Cl)C(F)(F)F. Cell line: DU-145. Synergy scores: CSS=37.1, Synergy_ZIP=-0.927, Synergy_Bliss=2.29, Synergy_Loewe=-76.8, Synergy_HSA=1.42.